Regression. Given two drug SMILES strings and cell line genomic features, predict the synergy score measuring deviation from expected non-interaction effect. From a dataset of NCI-60 drug combinations with 297,098 pairs across 59 cell lines. (1) Drug 1: C1=NC2=C(N1)C(=S)N=C(N2)N. Drug 2: C1=CC(=CC=C1C#N)C(C2=CC=C(C=C2)C#N)N3C=NC=N3. Cell line: A498. Synergy scores: CSS=17.3, Synergy_ZIP=-4.15, Synergy_Bliss=1.64, Synergy_Loewe=0.527, Synergy_HSA=1.03. (2) Drug 1: CC(C)(C#N)C1=CC(=CC(=C1)CN2C=NC=N2)C(C)(C)C#N. Drug 2: CCN(CC)CCCC(C)NC1=C2C=C(C=CC2=NC3=C1C=CC(=C3)Cl)OC. Cell line: SK-MEL-2. Synergy scores: CSS=29.7, Synergy_ZIP=-1.19, Synergy_Bliss=5.62, Synergy_Loewe=-0.894, Synergy_HSA=0.386. (3) Drug 1: CC1=C(C=C(C=C1)NC2=NC=CC(=N2)N(C)C3=CC4=NN(C(=C4C=C3)C)C)S(=O)(=O)N.Cl. Drug 2: N.N.Cl[Pt+2]Cl. Cell line: PC-3. Synergy scores: CSS=9.12, Synergy_ZIP=-1.52, Synergy_Bliss=5.31, Synergy_Loewe=5.86, Synergy_HSA=6.47. (4) Drug 1: CS(=O)(=O)CCNCC1=CC=C(O1)C2=CC3=C(C=C2)N=CN=C3NC4=CC(=C(C=C4)OCC5=CC(=CC=C5)F)Cl. Drug 2: CS(=O)(=O)OCCCCOS(=O)(=O)C. Cell line: PC-3. Synergy scores: CSS=4.36, Synergy_ZIP=-2.76, Synergy_Bliss=-1.37, Synergy_Loewe=-0.651, Synergy_HSA=-0.145. (5) Drug 1: C1CC(C1)(C(=O)O)C(=O)O.[NH2-].[NH2-].[Pt+2]. Drug 2: CC1C(C(CC(O1)OC2CC(OC(C2O)C)OC3=CC4=CC5=C(C(=O)C(C(C5)C(C(=O)C(C(C)O)O)OC)OC6CC(C(C(O6)C)O)OC7CC(C(C(O7)C)O)OC8CC(C(C(O8)C)O)(C)O)C(=C4C(=C3C)O)O)O)O. Cell line: NCIH23. Synergy scores: CSS=74.7, Synergy_ZIP=-4.58, Synergy_Bliss=-1.40, Synergy_Loewe=-3.09, Synergy_HSA=-2.22. (6) Drug 1: CC1=C(C=C(C=C1)C(=O)NC2=CC(=CC(=C2)C(F)(F)F)N3C=C(N=C3)C)NC4=NC=CC(=N4)C5=CN=CC=C5. Drug 2: CN(C(=O)NC(C=O)C(C(C(CO)O)O)O)N=O. Cell line: HCT116. Synergy scores: CSS=-5.01, Synergy_ZIP=0.682, Synergy_Bliss=-3.75, Synergy_Loewe=-0.190, Synergy_HSA=-6.92. (7) Drug 1: C1=CC(=CC=C1C#N)C(C2=CC=C(C=C2)C#N)N3C=NC=N3. Drug 2: C1CCC(C(C1)N)N.C(=O)(C(=O)[O-])[O-].[Pt+4]. Cell line: UACC62. Synergy scores: CSS=24.5, Synergy_ZIP=-0.215, Synergy_Bliss=2.05, Synergy_Loewe=-1.58, Synergy_HSA=0.350. (8) Cell line: NCI-H522. Drug 2: B(C(CC(C)C)NC(=O)C(CC1=CC=CC=C1)NC(=O)C2=NC=CN=C2)(O)O. Synergy scores: CSS=69.9, Synergy_ZIP=10.3, Synergy_Bliss=10.5, Synergy_Loewe=-23.8, Synergy_HSA=10.6. Drug 1: CCC(=C(C1=CC=CC=C1)C2=CC=C(C=C2)OCCN(C)C)C3=CC=CC=C3.C(C(=O)O)C(CC(=O)O)(C(=O)O)O. (9) Drug 1: CN1C2=C(C=C(C=C2)N(CCCl)CCCl)N=C1CCCC(=O)O.Cl. Drug 2: CC1C(C(CC(O1)OC2CC(CC3=C2C(=C4C(=C3O)C(=O)C5=CC=CC=C5C4=O)O)(C(=O)C)O)N)O. Cell line: UACC-257. Synergy scores: CSS=51.4, Synergy_ZIP=-1.56, Synergy_Bliss=-0.259, Synergy_Loewe=-24.3, Synergy_HSA=2.70.